Dataset: Forward reaction prediction with 1.9M reactions from USPTO patents (1976-2016). Task: Predict the product of the given reaction. (1) Given the reactants NC1C=C(C=CC=1F)C#N.[F:11][C:12]1[CH:19]=[C:18]([F:20])[C:17]([N+:21]([O-])=O)=[CH:16][C:13]=1[C:14]#[N:15], predict the reaction product. The product is: [NH2:21][C:17]1[C:18]([F:20])=[CH:19][C:12]([F:11])=[C:13]([CH:16]=1)[C:14]#[N:15]. (2) Given the reactants [Br:1][C:2]1[CH:3]=[CH:4][C:5]([OH:11])=[C:6]([C:8](=O)[CH3:9])[CH:7]=1.Br[CH2:13][C:14]([O:16][CH3:17])=[O:15].C(=O)([O-])[O-].[K+].[K+], predict the reaction product. The product is: [Br:1][C:2]1[CH:3]=[CH:4][C:5]2[O:11][C:13]([C:14]([O:16][CH3:17])=[O:15])=[C:8]([CH3:9])[C:6]=2[CH:7]=1. (3) Given the reactants [CH3:1][N:2]1[C:6]([N+:7]([O-])=O)=[CH:5][CH:4]=[C:3]1[C:10]#[N:11].C(OCC)(=O)C.[H][H], predict the reaction product. The product is: [NH2:7][C:6]1[N:2]([CH3:1])[C:3]([C:10]#[N:11])=[CH:4][CH:5]=1. (4) The product is: [O:43]=[C:33]1[N:32]([CH:29]2[CH2:28][CH2:27][N:26]([C:24]([O:17][C@@H:13]([C:14]([OH:16])=[O:15])[CH2:12][C:5]3[CH:6]=[C:7]([C:8]([F:9])([F:10])[F:11])[C:2]([NH2:1])=[C:3]([Cl:18])[CH:4]=3)=[O:25])[CH2:31][CH2:30]2)[CH2:38][CH2:37][C:36]2[CH:39]=[CH:40][CH:41]=[CH:42][C:35]=2[NH:34]1. Given the reactants [NH2:1][C:2]1[C:7]([C:8]([F:11])([F:10])[F:9])=[CH:6][C:5]([CH2:12][C@@H:13]([OH:17])[C:14]([OH:16])=[O:15])=[CH:4][C:3]=1[Cl:18].N1([C:24]([N:26]2[CH2:31][CH2:30][CH:29]([N:32]3[CH2:38][CH2:37][C:36]4[CH:39]=[CH:40][CH:41]=[CH:42][C:35]=4[NH:34][C:33]3=[O:43])[CH2:28][CH2:27]2)=[O:25])C=CN=C1.CC(C)([O-])C.[K+].Cl, predict the reaction product. (5) Given the reactants Cl[C:2]1[C:3]2[NH:10][CH:9]=[CH:8][C:4]=2[N:5]=[CH:6][N:7]=1.[NH2:11][C:12]1[CH:13]=[CH:14][C:15]([O:23][C:24]2[CH:29]=[C:28]([Cl:30])[CH:27]=[C:26]([Cl:31])[CH:25]=2)=[C:16]([CH:22]=1)[C:17]([O:19][CH2:20][CH3:21])=[O:18], predict the reaction product. The product is: [Cl:30][C:28]1[CH:29]=[C:24]([CH:25]=[C:26]([Cl:31])[CH:27]=1)[O:23][C:15]1[CH:14]=[CH:13][C:12]([NH:11][C:2]2[C:3]3[NH:10][CH:9]=[CH:8][C:4]=3[N:5]=[CH:6][N:7]=2)=[CH:22][C:16]=1[C:17]([O:19][CH2:20][CH3:21])=[O:18]. (6) Given the reactants [CH2:1]([O:8][CH2:9][CH:10]1[CH2:14][CH:13]([S:15][C:16]([C:29]2[CH:34]=[CH:33][CH:32]=[CH:31][CH:30]=2)([C:23]2[CH:28]=[CH:27][CH:26]=[CH:25][CH:24]=2)[C:17]2[CH:22]=[CH:21][CH:20]=[CH:19][CH:18]=2)[CH2:12][NH:11]1)[C:2]1[CH:7]=[CH:6][CH:5]=[CH:4][CH:3]=1.N1C=CC=CC=1C.Cl[S:43]([OH:46])(=[O:45])=[O:44], predict the reaction product. The product is: [CH2:1]([O:8][CH2:9][C@@H:10]1[CH2:14][C@@H:13]([S:15][C:16]([C:29]2[CH:34]=[CH:33][CH:32]=[CH:31][CH:30]=2)([C:23]2[CH:24]=[CH:25][CH:26]=[CH:27][CH:28]=2)[C:17]2[CH:18]=[CH:19][CH:20]=[CH:21][CH:22]=2)[CH2:12][N:11]1[S:43]([OH:46])(=[O:45])=[O:44])[C:2]1[CH:3]=[CH:4][CH:5]=[CH:6][CH:7]=1.